Dataset: Forward reaction prediction with 1.9M reactions from USPTO patents (1976-2016). Task: Predict the product of the given reaction. Given the reactants Cl[C:2]1[N:11]=[CH:10][C:9]2[N:8]([CH3:12])[C:7](=[O:13])[C@@H:6]([CH2:14][CH3:15])[N:5]([CH:16]([CH3:18])[CH3:17])[C:4]=2[N:3]=1.[C:19]1([C:25]2[CH:26]=[N:27][CH:28]=[CH:29][C:30]=2B2OC(C)(C)C(C)(C)O2)[CH:24]=[CH:23][CH:22]=[CH:21][CH:20]=1, predict the reaction product. The product is: [CH2:14]([C@H:6]1[N:5]([CH:16]([CH3:18])[CH3:17])[C:4]2[N:3]=[C:2]([C:30]3[CH:29]=[CH:28][N:27]=[CH:26][C:25]=3[C:19]3[CH:20]=[CH:21][CH:22]=[CH:23][CH:24]=3)[N:11]=[CH:10][C:9]=2[N:8]([CH3:12])[C:7]1=[O:13])[CH3:15].